Dataset: Full USPTO retrosynthesis dataset with 1.9M reactions from patents (1976-2016). Task: Predict the reactants needed to synthesize the given product. (1) Given the product [F:1][C:2]1[C:7]([NH:31][C:28]2[CH:27]=[C:26]([O:25][CH:22]([CH3:24])[CH3:23])[NH:30][N:29]=2)=[N:6][C:5]([NH:9][C@H:10]([C:12]2[N:17]=[CH:16][C:15]([F:18])=[CH:14][N:13]=2)[CH3:11])=[C:4]([N+:19]([O-:21])=[O:20])[CH:3]=1, predict the reactants needed to synthesize it. The reactants are: [F:1][C:2]1[CH:3]=[C:4]([N+:19]([O-:21])=[O:20])[C:5]([NH:9][C@H:10]([C:12]2[N:17]=[CH:16][C:15]([F:18])=[CH:14][N:13]=2)[CH3:11])=[N:6][C:7]=1F.[CH:22]([O:25][C:26]1[NH:30][N:29]=[C:28]([NH2:31])[CH:27]=1)([CH3:24])[CH3:23]. (2) Given the product [F:15][CH2:14][C:12]1([CH3:13])[CH2:11][CH2:10][C:9]([B:18]2[O:22][C:21]([CH3:24])([CH3:23])[C:20]([CH3:26])([CH3:25])[O:19]2)=[CH:8][CH2:7]1, predict the reactants needed to synthesize it. The reactants are: FC(F)(F)S(O[C:7]1[C:12]([CH2:14][F:15])([CH3:13])[CH2:11][CH2:10][CH2:9][CH:8]=1)(=O)=O.[B:18]1([B:18]2[O:22][C:21]([CH3:24])([CH3:23])[C:20]([CH3:26])([CH3:25])[O:19]2)[O:22][C:21]([CH3:24])([CH3:23])[C:20]([CH3:26])([CH3:25])[O:19]1.C([O-])(=O)C.[K+]. (3) Given the product [C:1]([O:5][C:6]([N:8]1[C:16]2[CH:15]=[C:14]([CH:17]([OH:18])[CH:21]([CH3:25])[CH3:22])[N:13]=[CH:12][C:11]=2[C:10]([CH3:20])([CH3:19])[CH2:9]1)=[O:7])([CH3:4])([CH3:2])[CH3:3], predict the reactants needed to synthesize it. The reactants are: [C:1]([O:5][C:6]([N:8]1[C:16]2[CH:15]=[C:14]([CH:17]=[O:18])[N:13]=[CH:12][C:11]=2[C:10]([CH3:20])([CH3:19])[CH2:9]1)=[O:7])([CH3:4])([CH3:3])[CH3:2].[CH2:21]1[CH2:25]OC[CH2:22]1. (4) Given the product [OH:4][C@H:5]1[CH2:22][CH2:21][C@@:20]2([CH3:23])[C@@H:7]([CH2:8][CH2:9][C@:10]3([CH3:40])[C@@H:19]2[CH2:18][CH2:17][C@H:16]2[C@@:11]3([CH3:39])[CH2:12][CH2:13][C@@:14]3([C:31]([N:33]4[CH2:38][CH2:37][O:36][CH2:35][CH2:34]4)=[O:32])[CH2:26][CH2:25][C@@H:24]([C:27]4([CH3:30])[CH2:29][CH2:28]4)[C@@H:15]32)[C:6]1([CH3:42])[CH3:41], predict the reactants needed to synthesize it. The reactants are: C([O:4][C@H:5]1[CH2:22][CH2:21][C@@:20]2([CH3:23])[C@@H:7]([CH2:8][CH2:9][C@:10]3([CH3:40])[C@@H:19]2[CH2:18][CH2:17][C@H:16]2[C@@:11]3([CH3:39])[CH2:12][CH2:13][C@@:14]3([C:31]([N:33]4[CH2:38][CH2:37][O:36][CH2:35][CH2:34]4)=[O:32])[CH2:26][CH2:25][C@@H:24]([C:27]4([CH3:30])[CH2:29][CH2:28]4)[C@@H:15]32)[C:6]1([CH3:42])[CH3:41])(=O)C.C(=O)([O-])[O-].[K+].[K+]. (5) Given the product [Cl:1][C:2]1[C:11]([OH:12])=[CH:10][C:9]([OH:8])=[C:4]([C:5]2[C:6]([C:13]3[CH:14]=[C:15]([CH:22]=[CH:23][CH:24]=3)[O:16][CH2:17][CH2:18][CH2:19][C:20]#[N:21])=[CH:7][NH:28][N:27]=2)[CH:3]=1, predict the reactants needed to synthesize it. The reactants are: [Cl:1][C:2]1[CH:3]=[C:4]2[C:9](=[CH:10][C:11]=1[OH:12])[O:8][CH:7]=[C:6]([C:13]1[CH:14]=[C:15]([CH:22]=[CH:23][CH:24]=1)[O:16][CH2:17][CH2:18][CH2:19][C:20]#[N:21])[C:5]2=O.O.[NH2:27][NH2:28]. (6) Given the product [Cl:1][C:2]1[CH:12]=[CH:11][C:5]([O:6][CH2:7][C:8]([NH:14][C:15]2[CH:20]=[CH:19][C:18]([N:21]3[C:27](=[O:28])[CH2:26][C:25](=[O:29])[NH:24][C:23]4[C:30]5[C:35]([CH:36]=[CH:37][C:22]3=4)=[CH:34][CH:33]=[CH:32][CH:31]=5)=[CH:17][CH:16]=2)=[O:10])=[C:4]([CH3:13])[CH:3]=1, predict the reactants needed to synthesize it. The reactants are: [Cl:1][C:2]1[CH:12]=[CH:11][C:5]([O:6][CH2:7][C:8]([OH:10])=O)=[C:4]([CH3:13])[CH:3]=1.[NH2:14][C:15]1[CH:20]=[CH:19][C:18]([N:21]2[C:27](=[O:28])[CH2:26][C:25](=[O:29])[NH:24][C:23]3[C:30]4[C:35]([CH:36]=[CH:37][C:22]2=3)=[CH:34][CH:33]=[CH:32][CH:31]=4)=[CH:17][CH:16]=1.ClC1C=CC(OCC(Cl)=O)=C(C)C=1.